From a dataset of Catalyst prediction with 721,799 reactions and 888 catalyst types from USPTO. Predict which catalyst facilitates the given reaction. (1) Reactant: [C:1]([CH2:6][C:7]([O:9][CH2:10][CH3:11])=[O:8])(=[O:5])[CH:2]([CH3:4])[CH3:3].[F:12][C:13]1[CH:18]=[CH:17][C:16]([CH:19]=[C:20]([N+]([O-])=O)[CH3:21])=[CH:15][CH:14]=1.N1CCCCC1. Product: [F:12][C:13]1[CH:18]=[CH:17][C:16]([C:19]2[C:6]([C:7]([O:9][CH2:10][CH3:11])=[O:8])=[C:1]([CH:2]([CH3:4])[CH3:3])[O:5][C:20]=2[CH3:21])=[CH:15][CH:14]=1. The catalyst class is: 8. (2) Reactant: [CH3:1][C:2]([C:4]1[CH:9]=[CH:8][CH:7]=[C:6]([O:10][CH3:11])[CH:5]=1)=O.Cl.[NH2:13][OH:14].[OH-].[Na+].O. Product: [CH3:11][O:10][C:6]1[CH:5]=[C:4]([C:2](=[N:13][OH:14])[CH3:1])[CH:9]=[CH:8][CH:7]=1. The catalyst class is: 8. (3) Reactant: [CH3:1][CH:2]([CH3:5])[CH2:3][OH:4].[H-].[Na+].[Br:8][C:9]1[CH:10]=[CH:11][C:12](F)=[N:13][CH:14]=1. The catalyst class is: 18. Product: [Br:8][C:9]1[CH:10]=[CH:11][C:12]([O:4][CH2:3][CH:2]([CH3:5])[CH3:1])=[N:13][CH:14]=1. (4) Reactant: C[O:2][C:3]([C:5]1[C:10]([C:11]2[CH:16]=[CH:15][CH:14]=[CH:13][CH:12]=2)=[CH:9][CH:8]=[CH:7][N:6]=1)=O.[BH4-].[Li+]. Product: [C:11]1([C:10]2[C:5]([CH2:3][OH:2])=[N:6][CH:7]=[CH:8][CH:9]=2)[CH:12]=[CH:13][CH:14]=[CH:15][CH:16]=1. The catalyst class is: 1. (5) Reactant: [N:1]12[CH2:8][CH2:7][CH:4]([CH2:5][CH2:6]1)[CH:3]([OH:9])[CH2:2]2.[C:10](N1C=CN=C1)([N:12]1[CH:16]=[CH:15][N:14]=[CH:13]1)=[O:11].C(Cl)Cl. Product: [N:1]12[CH2:8][CH2:7][CH:4]([CH2:5][CH2:6]1)[CH:3]([O:9][C:10]([N:12]1[CH:16]=[CH:15][N:14]=[CH:13]1)=[O:11])[CH2:2]2. The catalyst class is: 26. (6) Reactant: [CH2:1]([N:8]1[CH2:12][CH2:11][CH:10]([C@@H:13]2[CH2:15][C@@H:14]2[C:16]([O:18][C:19]([CH3:22])([CH3:21])[CH3:20])=[O:17])[C:9]1=S)[C:2]1[CH:7]=[CH:6][CH:5]=[CH:4][CH:3]=1. Product: [CH2:1]([N:8]1[CH2:12][CH2:11][CH:10]([C@@H:13]2[CH2:15][C@@H:14]2[C:16]([O:18][C:19]([CH3:22])([CH3:21])[CH3:20])=[O:17])[CH2:9]1)[C:2]1[CH:3]=[CH:4][CH:5]=[CH:6][CH:7]=1. The catalyst class is: 470.